From a dataset of Full USPTO retrosynthesis dataset with 1.9M reactions from patents (1976-2016). Predict the reactants needed to synthesize the given product. (1) Given the product [C:1]([C:2]1[CH:7]=[CH:6][C:5]([CH:17]2[O:18][CH:13]2[C:12]([O:11][CH2:9][CH3:10])=[O:15])=[CH:4][C:3]=1[CH3:21])#[N:8], predict the reactants needed to synthesize it. The reactants are: [C:1](#[N:8])[C:2]1[CH:7]=[CH:6][CH:5]=[CH:4][CH:3]=1.[CH2:9]([O:11][C:12](=[O:15])[CH2:13]Cl)[CH3:10].C[CH2:17][O-:18].[Na+].O.[CH:21]1C=CC=CC=1. (2) Given the product [C:3]([O:7][C:8]([N:10]1[CH2:11][CH:12]2[CH:16]([CH2:15][CH:14]([C:18]([OH:20])=[O:19])[CH2:13]2)[CH2:17]1)=[O:9])([CH3:6])([CH3:4])[CH3:5], predict the reactants needed to synthesize it. The reactants are: [OH-].[K+].[C:3]([O:7][C:8]([N:10]1[CH2:17][CH:16]2[CH:12]([CH2:13][CH:14]([C:18]([O:20]C)=[O:19])[CH2:15]2)[CH2:11]1)=[O:9])([CH3:6])([CH3:5])[CH3:4]. (3) Given the product [CH:42]1[C:54]2[CH:53]([CH2:55][O:56][C:57]([N:24]([CH2:23][C:22]3[C:13]([C:4]4[CH:5]=[CH:6][C:7]([O:9][CH2:10][O:11][CH3:12])=[CH:8][C:3]=4[O:2][CH3:1])=[CH:14][CH:15]=[C:16]4[C:21]=3[N:20]([CH3:33])[C:19](=[O:34])[C:18]([CH3:36])([CH3:35])[NH:17]4)[C:25]3[CH:30]=[CH:29][CH:28]=[CH:27][C:26]=3[O:31][CH3:32])=[O:58])[C:52]3[C:47](=[CH:48][CH:49]=[CH:50][CH:51]=3)[C:46]=2[CH:45]=[CH:44][CH:43]=1, predict the reactants needed to synthesize it. The reactants are: [CH3:1][O:2][C:3]1[CH:8]=[C:7]([O:9][CH2:10][O:11][CH3:12])[CH:6]=[CH:5][C:4]=1[C:13]1[C:22]([CH2:23][NH:24][C:25]2[CH:30]=[CH:29][CH:28]=[CH:27][C:26]=2[O:31][CH3:32])=[C:21]2[C:16]([NH:17][C:18]([CH3:36])([CH3:35])[C:19](=[O:34])[N:20]2[CH3:33])=[CH:15][CH:14]=1.C(=O)([O-])O.[Na+].[CH:42]1[C:54]2[CH:53]([CH2:55][O:56][C:57](Cl)=[O:58])[C:52]3[C:47](=[CH:48][CH:49]=[CH:50][CH:51]=3)[C:46]=2[CH:45]=[CH:44][CH:43]=1. (4) Given the product [CH3:26][C:16]1([CH3:27])[C:15]2[CH:14]=[C:13]([C:12]#[C:11][C:8]3[CH:7]=[CH:6][C:5]([CH2:4][C:3]([OH:28])=[O:2])=[CH:10][CH:9]=3)[CH:22]=[C:21]([CH:23]=[CH2:24])[C:20]=2[C:19](=[O:25])[CH2:18][CH2:17]1, predict the reactants needed to synthesize it. The reactants are: C[O:2][C:3](=[O:28])[CH2:4][C:5]1[CH:10]=[CH:9][C:8]([C:11]#[C:12][C:13]2[CH:22]=[C:21]([CH:23]=[CH2:24])[C:20]3[C:19](=[O:25])[CH2:18][CH2:17][C:16]([CH3:27])([CH3:26])[C:15]=3[CH:14]=2)=[CH:7][CH:6]=1.[OH-].[Li+]. (5) Given the product [CH3:12][O:11][C:10]1[CH:9]=[CH:8][CH:7]=[C:3]2[C:2]=1[N:1]=[C:20]([C:19]1[CH:22]=[CH:23][C:16]([O:15][CH2:27][CH2:28][CH2:29][N:34]3[CH2:35][CH2:36][CH2:37][C@H:32]([CH3:31])[CH2:33]3)=[CH:17][C:18]=1[O:24][CH3:25])[N:14]([CH3:13])[C:4]2=[O:6], predict the reactants needed to synthesize it. The reactants are: [NH2:1][C:2]1[C:10]([O:11][CH3:12])=[CH:9][CH:8]=[CH:7][C:3]=1[C:4]([OH:6])=O.[CH3:13][NH2:14].[OH:15][C:16]1[CH:23]=[CH:22][C:19]([CH:20]=O)=[C:18]([O:24][CH3:25])[CH:17]=1.Cl[CH2:27][CH2:28][CH2:29]Br.[CH3:31][C@H:32]1[CH2:37][CH2:36][CH2:35][NH:34][CH2:33]1.C([O-])(=O)[C@@H](C1C=CC=CC=1)O.